Dataset: Reaction yield outcomes from USPTO patents with 853,638 reactions. Task: Predict the reaction yield, written as a fraction of the theoretical maximum amount of product (1.0 means a 100% yield; for example, 0.34 means a 34% yield). (1) The reactants are [ClH:1].[Cl:2][CH2:3][CH2:4][NH:5][CH2:6][CH2:7]Cl.[F:9][C:10]1[CH:16]=[CH:15][C:13]([NH2:14])=[C:12]([CH3:17])[CH:11]=1. The catalyst is CC(O)C. The product is [ClH:2].[ClH:1].[F:9][C:10]1[CH:16]=[CH:15][C:13]([N:14]2[CH2:7][CH2:6][NH:5][CH2:4][CH2:3]2)=[C:12]([CH3:17])[CH:11]=1. The yield is 0.0560. (2) The reactants are [O-]P([O-])([O-])=O.[K+].[K+].[K+].[CH2:9]([NH:16][C:17]([NH2:19])=[O:18])[C:10]1[CH:15]=[CH:14][CH:13]=[CH:12][CH:11]=1.Br[C:21]1[CH:22]=[C:23]([CH:25]=[CH:26][CH:27]=1)[NH2:24].CNCCNC. The catalyst is [Cu]I.O1CCOCC1. The product is [CH2:9]([NH:16][C:17]([NH:19][C:21]1[CH:27]=[CH:26][CH:25]=[C:23]([NH2:24])[CH:22]=1)=[O:18])[C:10]1[CH:15]=[CH:14][CH:13]=[CH:12][CH:11]=1. The yield is 0.770. (3) The reactants are [OH:1][C:2]1[CH:7]=[CH:6][C:5]([C:8](=[C:23]2[CH2:28][C:27]([CH3:30])([CH3:29])[CH2:26][C:25]([CH3:32])([CH3:31])[CH2:24]2)[C:9]2[CH:14]=[CH:13][C:12]([C:15]#[C:16][CH2:17][CH2:18][C:19]([O:21]C)=[O:20])=[CH:11][CH:10]=2)=[CH:4][CH:3]=1.[OH-].[Na+].Cl. The catalyst is CCO.C1COCC1. The product is [OH:1][C:2]1[CH:7]=[CH:6][C:5]([C:8](=[C:23]2[CH2:28][C:27]([CH3:30])([CH3:29])[CH2:26][C:25]([CH3:32])([CH3:31])[CH2:24]2)[C:9]2[CH:14]=[CH:13][C:12]([C:15]#[C:16][CH2:17][CH2:18][C:19]([OH:21])=[O:20])=[CH:11][CH:10]=2)=[CH:4][CH:3]=1. The yield is 0.950. (4) The reactants are [CH:1]1([CH:6]=[CH:7][C:8]#[N:9])[CH2:5][CH2:4][CH2:3][CH2:2]1.C1CCN2C(=NCCC2)CC1.[NH:21]1[CH:25]=[C:24]([C:26]2[C:27]3[CH:34]=[CH:33][N:32]([CH2:35][O:36][CH2:37][CH2:38][Si:39]([CH3:42])([CH3:41])[CH3:40])[C:28]=3[N:29]=[CH:30][N:31]=2)[CH:23]=[N:22]1. The catalyst is C(#N)C.ClCCl. The product is [CH:1]1([CH:6]([N:21]2[CH:25]=[C:24]([C:26]3[C:27]4[CH:34]=[CH:33][N:32]([CH2:35][O:36][CH2:37][CH2:38][Si:39]([CH3:42])([CH3:41])[CH3:40])[C:28]=4[N:29]=[CH:30][N:31]=3)[CH:23]=[N:22]2)[CH2:7][C:8]#[N:9])[CH2:5][CH2:4][CH2:3][CH2:2]1. The yield is 0.977.